Dataset: Peptide-MHC class II binding affinity with 134,281 pairs from IEDB. Task: Regression. Given a peptide amino acid sequence and an MHC pseudo amino acid sequence, predict their binding affinity value. This is MHC class II binding data. (1) The peptide sequence is RNITGTSSTPEAVSL. The MHC is HLA-DQA10104-DQB10503 with pseudo-sequence HLA-DQA10104-DQB10503. The binding affinity (normalized) is 0.150. (2) The peptide sequence is KTLGVNMVRRGVRSL. The MHC is DRB5_0101 with pseudo-sequence DRB5_0101. The binding affinity (normalized) is 0.872. (3) The MHC is HLA-DQA10303-DQB10402 with pseudo-sequence HLA-DQA10303-DQB10402. The peptide sequence is KKLIPSWASVKEDLV. The binding affinity (normalized) is 0.276. (4) The binding affinity (normalized) is 0.548. The peptide sequence is KKKKLALYLLLALSLAS. The MHC is DRB3_0301 with pseudo-sequence DRB3_0301. (5) The peptide sequence is VIDWLVSNQSVRNRQEGLY. The MHC is DRB1_0404 with pseudo-sequence DRB1_0404. The binding affinity (normalized) is 0.714. (6) The peptide sequence is MEYLGHNAAGQWLEF. The MHC is HLA-DQA10201-DQB10301 with pseudo-sequence HLA-DQA10201-DQB10301. The binding affinity (normalized) is 0. (7) The peptide sequence is AFILDGDNCFPKV. The MHC is DRB3_0101 with pseudo-sequence DRB3_0101. The binding affinity (normalized) is 0.704.